Dataset: Catalyst prediction with 721,799 reactions and 888 catalyst types from USPTO. Task: Predict which catalyst facilitates the given reaction. (1) Reactant: Cl[C:2]1[N:7]=[C:6]([NH:8][C:9]2[CH:14]=[CH:13][C:12]([O:15][CH3:16])=[C:11]([Cl:17])[CH:10]=2)[N:5]=[C:4]([NH:18][CH:19]2[CH2:25][CH2:24][CH2:23][CH2:22][CH2:21][CH2:20]2)[N:3]=1.C(=O)([O-])[O-].[K+].[K+].[I:32][C:33]1[CH:38]=[CH:37][C:36]([OH:39])=[CH:35][CH:34]=1. Product: [Cl:17][C:11]1[CH:10]=[C:9]([NH:8][C:6]2[N:5]=[C:4]([NH:18][CH:19]3[CH2:25][CH2:24][CH2:23][CH2:22][CH2:21][CH2:20]3)[N:3]=[C:2]([O:39][C:36]3[CH:37]=[CH:38][C:33]([I:32])=[CH:34][CH:35]=3)[N:7]=2)[CH:14]=[CH:13][C:12]=1[O:15][CH3:16]. The catalyst class is: 35. (2) Reactant: CCO.C1COCC1.[CH3:9][O:10]/[N:11]=[C:12](/[C:36]1[CH:41]=[CH:40][CH:39]=[CH:38][CH:37]=1)\[CH2:13][O:14][C:15]1[CH:35]=[CH:34][C:18]([CH2:19][O:20][C:21]2[CH:33]=[CH:32][C:24]([O:25][CH2:26][C:27]([O:29]CC)=[O:28])=[CH:23][CH:22]=2)=[CH:17][CH:16]=1.[OH-].[Na+]. Product: [CH3:9][O:10]/[N:11]=[C:12](/[C:36]1[CH:41]=[CH:40][CH:39]=[CH:38][CH:37]=1)\[CH2:13][O:14][C:15]1[CH:35]=[CH:34][C:18]([CH2:19][O:20][C:21]2[CH:33]=[CH:32][C:24]([O:25][CH2:26][C:27]([OH:29])=[O:28])=[CH:23][CH:22]=2)=[CH:17][CH:16]=1. The catalyst class is: 6. (3) Product: [CH:19]1([C:17]2[N:23]([C:26]3[CH:31]=[CH:30][CH:29]=[CH:28][C:27]=3[F:32])[N:24]=[N:25][C:16]=2[C:15]([O:14][CH2:12][CH3:13])=[O:22])[CH2:21][CH2:20]1. Reactant: C1CCN2C(=NCCC2)CC1.[CH2:12]([O:14][C:15](=[O:22])[CH2:16][C:17]([CH:19]1[CH2:21][CH2:20]1)=O)[CH3:13].[N:23]([C:26]1[CH:31]=[CH:30][CH:29]=[CH:28][C:27]=1[F:32])=[N+:24]=[N-:25].O. The catalyst class is: 3. (4) Reactant: [N:1]1[CH:6]=[CH:5][CH:4]=[C:3]([C:7]2[C:17]3[O:16][CH2:15][CH2:14][N:13](C(OC(C)(C)C)=O)[CH2:12][C:11]=3[CH:10]=[CH:9][CH:8]=2)[CH:2]=1.C(OCC)(=O)C.[ClH:31]. Product: [ClH:31].[ClH:31].[N:1]1[CH:6]=[CH:5][CH:4]=[C:3]([C:7]2[C:17]3[O:16][CH2:15][CH2:14][NH:13][CH2:12][C:11]=3[CH:10]=[CH:9][CH:8]=2)[CH:2]=1. The catalyst class is: 13. (5) Reactant: [Cl:1][C:2]1[CH:10]=[C:9]2[C:5]([C:6]([C:18]3[N:19]=[C:20]4[C:26]([C:27]([NH:29][CH:30]([CH3:32])[CH3:31])=[O:28])=[CH:25][N:24](COCC[Si](C)(C)C)[C:21]4=[N:22][CH:23]=3)=[N:7][N:8]2[CH2:11][C:12]2[CH:16]=[C:15]([CH3:17])[O:14][N:13]=2)=[CH:4][CH:3]=1.FC(F)(F)C(O)=O.ClCCl.CO. Product: [Cl:1][C:2]1[CH:10]=[C:9]2[C:5]([C:6]([C:18]3[N:19]=[C:20]4[C:26]([C:27]([NH:29][CH:30]([CH3:32])[CH3:31])=[O:28])=[CH:25][NH:24][C:21]4=[N:22][CH:23]=3)=[N:7][N:8]2[CH2:11][C:12]2[CH:16]=[C:15]([CH3:17])[O:14][N:13]=2)=[CH:4][CH:3]=1. The catalyst class is: 26. (6) Reactant: [C:1]([OH:6])(=O)[CH2:2][CH2:3][CH3:4].[Cl:7][S:8]([N:11]=C=O)(=[O:10])=[O:9]. Product: [C:1]([NH:11][S:8]([Cl:7])(=[O:10])=[O:9])(=[O:6])[CH2:2][CH2:3][CH3:4]. The catalyst class is: 48.